This data is from Full USPTO retrosynthesis dataset with 1.9M reactions from patents (1976-2016). The task is: Predict the reactants needed to synthesize the given product. (1) Given the product [BrH:15].[CH3:14][C@H:8]1[CH2:7][CH2:6][C:5]2[C:4]([OH:3])=[CH:13][CH:12]=[CH:11][C:10]=2[NH:9]1, predict the reactants needed to synthesize it. The reactants are: Cl.C[O:3][C:4]1[CH:13]=[CH:12][CH:11]=[C:10]2[C:5]=1[CH2:6][CH2:7][C@H:8]([CH3:14])[NH:9]2.[BrH:15].BrC. (2) Given the product [CH2:42]([C:11]1[CH:12]=[CH:13][C:14]2[C:15]([CH2:19][CH2:20][CH:21]3[CH2:22][CH2:23][N:24]([C:27]([O:29][C:30]([CH3:31])([CH3:32])[CH3:33])=[O:28])[CH2:25][CH2:26]3)=[N:16][O:17][C:18]=2[C:10]=1[CH2:9][OH:8])[C:43]1[CH:48]=[CH:47][CH:46]=[CH:45][CH:44]=1, predict the reactants needed to synthesize it. The reactants are: [Si]([O:8][CH2:9][C:10]1[C:18]2[O:17][N:16]=[C:15]([CH2:19][CH2:20][CH:21]3[CH2:26][CH2:25][N:24]([C:27]([O:29][C:30]([CH3:33])([CH3:32])[CH3:31])=[O:28])[CH2:23][CH2:22]3)[C:14]=2[CH:13]=[CH:12][C:11]=1OS(C(F)(F)F)(=O)=O)(C(C)(C)C)(C)C.[CH2:42]([Sn](CCCC)(CCCC)CCCC)[C:43]1[CH:48]=[CH:47][CH:46]=[CH:45][CH:44]=1.[Cl-].[Li+].[F-].[K+]. (3) The reactants are: Br[C:2]1[N:10]=[CH:9][N:8]=[C:7]2[C:3]=1[N:4]=[CH:5][NH:6]2.[NH2:11][CH:12]([C:14]1[C:23]([N:24]2[CH2:29][CH2:28][CH2:27][C@H:26]([OH:30])[CH2:25]2)=[C:22]2[C:17]([CH:18]=[CH:19][CH:20]=[N:21]2)=[C:16]([Cl:31])[CH:15]=1)[CH3:13].C(N(CC)C(C)C)(C)C. Given the product [Cl:31][C:16]1[CH:15]=[C:14]([CH:12]([NH:11][C:2]2[N:10]=[CH:9][N:8]=[C:7]3[C:3]=2[N:4]=[CH:5][NH:6]3)[CH3:13])[C:23]([N:24]2[CH2:29][CH2:28][CH2:27][C@H:26]([OH:30])[CH2:25]2)=[C:22]2[C:17]=1[CH:18]=[CH:19][CH:20]=[N:21]2, predict the reactants needed to synthesize it. (4) Given the product [OH:2][C:3]1[CH:8]=[CH:7][CH:6]=[CH:5][C:4]=1[C:9]1[N:10]=[C:11]([N:18]2[CH2:19][CH2:20][CH:21]([NH:24][C:25](=[O:31])[O:26][CH2:27][CH:28]([CH3:29])[CH3:30])[CH2:22][CH2:23]2)[C:12]2[S:17][CH:16]=[CH:15][C:13]=2[N:14]=1, predict the reactants needed to synthesize it. The reactants are: C[O:2][C:3]1[CH:8]=[CH:7][CH:6]=[CH:5][C:4]=1[C:9]1[N:10]=[C:11]([N:18]2[CH2:23][CH2:22][CH:21]([NH:24][C:25](=[O:31])[O:26][CH2:27][CH:28]([CH3:30])[CH3:29])[CH2:20][CH2:19]2)[C:12]2[S:17][CH:16]=[CH:15][C:13]=2[N:14]=1.B(Br)(Br)Br.C([O-])(O)=O.[Na+].